From a dataset of Reaction yield outcomes from USPTO patents with 853,638 reactions. Predict the reaction yield, written as a fraction of the theoretical maximum amount of product (1.0 means a 100% yield; for example, 0.34 means a 34% yield). (1) The reactants are [H-].[Na+].[CH3:3][N:4]([CH3:13])[C:5](=[O:12])[CH2:6][C:7]([N:9]([CH3:11])[CH3:10])=[O:8].I[CH2:15][CH2:16][O:17][CH2:18][CH2:19][O:20][CH:21]1[CH2:26][CH2:25][CH2:24][CH2:23][O:22]1. The catalyst is C1COCC1. The product is [CH3:10][N:9]([CH3:11])[C:7](=[O:8])[CH:6]([CH2:15][CH2:16][O:17][CH2:18][CH2:19][O:20][CH:21]1[CH2:26][CH2:25][CH2:24][CH2:23][O:22]1)[C:5]([N:4]([CH3:3])[CH3:13])=[O:12]. The yield is 0.280. (2) The reactants are [CH:1]1[CH:6]=[C:5]([Cl:7])[CH:4]=[C:3]([C:8]([O:10]O)=[O:9])[CH:2]=1. The catalyst is C(Cl)Cl. The product is [Cl:7][C:5]1[CH:4]=[C:3]([C:8]([OH:10])=[O:9])[CH:2]=[CH:1][CH:6]=1. The yield is 0.400.